The task is: Predict the reaction yield, written as a fraction of the theoretical maximum amount of product (1.0 means a 100% yield; for example, 0.34 means a 34% yield).. This data is from Reaction yield outcomes from USPTO patents with 853,638 reactions. (1) The reactants are [NH2:1][CH2:2][C:3]1([C:14]2[CH:19]=[CH:18][CH:17]=[CH:16][C:15]=2[CH3:20])[CH2:8][CH2:7][N:6]([C:9]([O:11][CH2:12][CH3:13])=[O:10])[CH2:5][CH2:4]1.Cl[C:22]([O:24][CH2:25][CH3:26])=[O:23].C(N(CC)CC)C.O. The catalyst is ClCCl. The product is [CH2:12]([O:11][C:9]([N:6]1[CH2:7][CH2:8][C:3]([CH:2]([C:22]([O:24][CH2:25][CH3:26])=[O:23])[NH2:1])([C:14]2[CH:19]=[CH:18][CH:17]=[CH:16][C:15]=2[CH3:20])[CH2:4][CH2:5]1)=[O:10])[CH3:13]. The yield is 0.510. (2) The reactants are [ClH:1].C(OC([N:9]1[CH2:13][C@@:12]([O:18][CH2:19][CH2:20][CH:21]([CH3:23])[CH3:22])([C:14]([F:17])([F:16])[F:15])[CH2:11][C@@H:10]1[C@H:24]1[O:28]C(C)(C)[N:26]([C:31](=[O:33])[CH3:32])[C@H:25]1[CH2:34][C:35]1[CH:40]=[C:39]([F:41])[CH:38]=[C:37]([F:42])[CH:36]=1)=O)(C)(C)C. The catalyst is O1CCOCC1. The product is [ClH:1].[F:41][C:39]1[CH:40]=[C:35]([CH:36]=[C:37]([F:42])[CH:38]=1)[CH2:34][C@H:25]([NH:26][C:31](=[O:33])[CH3:32])[C@H:24]([OH:28])[C@H:10]1[CH2:11][C@:12]([O:18][CH2:19][CH2:20][CH:21]([CH3:22])[CH3:23])([C:14]([F:17])([F:15])[F:16])[CH2:13][NH:9]1. The yield is 1.00.